Dataset: Reaction yield outcomes from USPTO patents with 853,638 reactions. Task: Predict the reaction yield, written as a fraction of the theoretical maximum amount of product (1.0 means a 100% yield; for example, 0.34 means a 34% yield). The reactants are C[O:2][C:3]1[N:12]=[CH:11][C:10]2[CH2:9][CH2:8][C:7]3[C:13]([C:17]([O:19][CH2:20][CH3:21])=[O:18])=[N:14][N:15]([CH3:16])[C:6]=3[C:5]=2[N:4]=1.[I-].[Na+].C[Si](Cl)(C)C.CO. The catalyst is C(#N)C. The product is [OH:2][C:3]1[N:12]=[CH:11][C:10]2[CH2:9][CH2:8][C:7]3[C:13]([C:17]([O:19][CH2:20][CH3:21])=[O:18])=[N:14][N:15]([CH3:16])[C:6]=3[C:5]=2[N:4]=1. The yield is 0.780.